From a dataset of Catalyst prediction with 721,799 reactions and 888 catalyst types from USPTO. Predict which catalyst facilitates the given reaction. (1) Reactant: [N:1]1[C:8]([Cl:9])=[N:7][C:5](Cl)=[N:4][C:2]=1[Cl:3].C(=O)([O-])O.[Na+].[CH:15]([S:18]([C:21]1[CH:27]=[CH:26][CH:25]=[CH:24][C:22]=1[NH2:23])(=[O:20])=[O:19])([CH3:17])[CH3:16].CC(C)=O. Product: [Cl:9][C:8]1[N:1]=[C:2]([Cl:3])[N:4]=[C:5]([NH:23][C:22]2[CH:24]=[CH:25][CH:26]=[CH:27][C:21]=2[S:18]([CH:15]([CH3:17])[CH3:16])(=[O:20])=[O:19])[N:7]=1. The catalyst class is: 6. (2) Reactant: [O:1]1[C:5]2[CH:6]=[CH:7][C:8]([C:10]3([C:13]([NH:15][C:16]4[CH:17]=[C:18]5[C:22](=[CH:23][CH:24]=4)[NH:21][C:20]([C:25]([CH3:28])([CH3:27])[CH3:26])=[C:19]5[CH:29]=O)=[O:14])[CH2:12][CH2:11]3)=[CH:9][C:4]=2[O:3][CH2:2]1.Cl.[NH2:32][OH:33]. Product: [O:1]1[C:5]2[CH:6]=[CH:7][C:8]([C:10]3([C:13]([NH:15][C:16]4[CH:17]=[C:18]5[C:22](=[CH:23][CH:24]=4)[NH:21][C:20]([C:25]([CH3:28])([CH3:26])[CH3:27])=[C:19]5/[CH:29]=[N:32]\[OH:33])=[O:14])[CH2:12][CH2:11]3)=[CH:9][C:4]=2[O:3][CH2:2]1. The catalyst class is: 4. (3) Reactant: [O:1]1[CH2:6][CH2:5][N:4]([C:7]2[CH:16]=[C:15]3[C:10]([N:11]=[CH:12][CH:13]=[N:14]3)=[C:9]([O:17][C@@H:18]3[CH2:23][CH2:22][C@H:21]([N:24]4C(=O)C5C(=CC=CC=5)C4=O)[CH2:20][CH2:19]3)[CH:8]=2)[CH2:3][CH2:2]1.NN.CCOCC. Product: [O:1]1[CH2:6][CH2:5][N:4]([C:7]2[CH:16]=[C:15]3[C:10]([N:11]=[CH:12][CH:13]=[N:14]3)=[C:9]([O:17][C@@H:18]3[CH2:23][CH2:22][C@H:21]([NH2:24])[CH2:20][CH2:19]3)[CH:8]=2)[CH2:3][CH2:2]1. The catalyst class is: 5. (4) Reactant: [CH2:1]([C:3]1[C:8]([C:9]([OH:11])=O)=[CH:7][N:6]=[C:5]([S:12][CH3:13])[N:4]=1)[CH3:2].CN(C)C=O.C(Cl)(=O)C(Cl)=O.[O:25]1[C:29]([C:30]2[CH:36]=[CH:35][CH:34]=[CH:33][C:31]=2[NH2:32])=[CH:28][N:27]=[CH:26]1. Product: [CH2:1]([C:3]1[C:8]([C:9]([NH:32][C:31]2[CH:33]=[CH:34][CH:35]=[CH:36][C:30]=2[C:29]2[O:25][CH:26]=[N:27][CH:28]=2)=[O:11])=[CH:7][N:6]=[C:5]([S:12][CH3:13])[N:4]=1)[CH3:2]. The catalyst class is: 4. (5) Reactant: Br[CH2:2][C:3]1[CH:4]=[C:5]([C:8]#[N:9])[S:6][CH:7]=1.[C:10]([O-:13])(=[S:12])[CH3:11].[K+].O. Product: [C:10]([S:12][CH2:2][C:3]1[CH:4]=[C:5]([C:8]#[N:9])[S:6][CH:7]=1)(=[O:13])[CH3:11]. The catalyst class is: 21. (6) Reactant: CC1C=CC(S(O[CH2:12][C@@H:13]2[O:18][C:17]3[CH:19]=[C:20]([Br:23])[CH:21]=[CH:22][C:16]=3[O:15][CH2:14]2)(=O)=O)=CC=1.[CH2:24]([NH2:27])[CH2:25][CH3:26]. Product: [Br:23][C:20]1[CH:21]=[CH:22][C:16]2[O:15][CH2:14][C@H:13]([CH2:12][NH:27][CH2:24][CH2:25][CH3:26])[O:18][C:17]=2[CH:19]=1. The catalyst class is: 10.